This data is from Forward reaction prediction with 1.9M reactions from USPTO patents (1976-2016). The task is: Predict the product of the given reaction. Given the reactants CC1(C)C(C)(C)OB([C:9]2[CH:17]=[C:16]([C:18]([F:21])([F:20])[F:19])[CH:15]=[C:14]3[C:10]=2[CH:11]=[N:12][NH:13]3)O1.Br[C:24]1[C:25]([CH3:37])=[N:26][N:27]([CH2:30][C:31]([NH:33][CH:34]([CH3:36])[CH3:35])=[O:32])[C:28]=1[CH3:29].[C:38](=[O:41])(O)[O-:39].[Na+], predict the reaction product. The product is: [C:38]([OH:39])([C:18]([F:21])([F:20])[F:19])=[O:41].[CH3:37][C:25]1[C:24]([C:9]2[CH:17]=[C:16]([C:18]([F:19])([F:20])[F:21])[CH:15]=[C:14]3[C:10]=2[CH:11]=[N:12][NH:13]3)=[C:28]([CH3:29])[N:27]([CH2:30][C:31]([NH:33][CH:34]([CH3:36])[CH3:35])=[O:32])[N:26]=1.